From a dataset of Full USPTO retrosynthesis dataset with 1.9M reactions from patents (1976-2016). Predict the reactants needed to synthesize the given product. (1) Given the product [OH:29][C@@:20]([C@H:16]1[O:17][CH2:18][CH2:19][N:14]([C:11]2[CH:12]=[CH:13][NH:9][N:10]=2)[C:15]1=[O:30])([CH3:28])[C:21]([O:23][C:24]([CH3:26])([CH3:27])[CH3:25])=[O:22], predict the reactants needed to synthesize it. The reactants are: C(OC[N:9]1[CH:13]=[CH:12][C:11]([N:14]2[CH2:19][CH2:18][O:17][C@H:16]([C@:20]([OH:29])([CH3:28])[C:21]([O:23][C:24]([CH3:27])([CH3:26])[CH3:25])=[O:22])[C:15]2=[O:30])=[N:10]1)(=O)C(C)(C)C.C[O-].[Na+]. (2) Given the product [CH2:1]([N:8]([CH2:29][CH:30]1[CH2:31][CH2:32][CH:33]([CH2:36][O:37][C:45]([O:46][N:47]2[C:51](=[O:52])[CH2:50][CH2:49][C:48]2=[O:53])=[O:54])[CH2:34][CH2:35]1)[S:9]([NH:12][C:13](=[O:28])[C:14]1[CH:19]=[C:18]([C:20]([F:21])([F:22])[F:23])[CH:17]=[C:16]([C:24]([F:25])([F:26])[F:27])[CH:15]=1)(=[O:11])=[O:10])[C:2]1[CH:3]=[CH:4][CH:5]=[CH:6][CH:7]=1, predict the reactants needed to synthesize it. The reactants are: [CH2:1]([N:8]([CH2:29][CH:30]1[CH2:35][CH2:34][CH:33]([CH2:36][OH:37])[CH2:32][CH2:31]1)[S:9]([NH:12][C:13](=[O:28])[C:14]1[CH:19]=[C:18]([C:20]([F:23])([F:22])[F:21])[CH:17]=[C:16]([C:24]([F:27])([F:26])[F:25])[CH:15]=1)(=[O:11])=[O:10])[C:2]1[CH:7]=[CH:6][CH:5]=[CH:4][CH:3]=1.C(N(CC)CC)C.[C:45](=O)([O:54]N1C(=O)CCC1=O)[O:46][N:47]1[C:51](=[O:52])[CH2:50][CH2:49][C:48]1=[O:53]. (3) Given the product [CH3:1][O:2][C:3]1[CH:4]=[C:5]2[C:9](=[CH:10][C:11]=1[N+:13]([O-:15])=[O:14])[C:8](=[O:12])[NH:7][CH2:6]2, predict the reactants needed to synthesize it. The reactants are: [CH3:1][O:2][C:3]1[CH:4]=[C:5]2[C:9](=[CH:10][CH:11]=1)[C:8](=[O:12])[NH:7][CH2:6]2.[N+:13]([O-])([O-:15])=[O:14].[K+]. (4) Given the product [NH3:8].[CH3:15][O:14][C@@H:11]1[CH2:12][CH2:13][NH:8][CH2:9][C@H:10]1[NH:16][S:17]([CH3:20])(=[O:19])=[O:18], predict the reactants needed to synthesize it. The reactants are: C(OC([N:8]1[CH2:13][CH2:12][C@@H:11]([O:14][CH3:15])[C@H:10]([NH:16][S:17]([CH3:20])(=[O:19])=[O:18])[CH2:9]1)=O)(C)(C)C.FC(F)(F)C(O)=O.